Dataset: NCI-60 drug combinations with 297,098 pairs across 59 cell lines. Task: Regression. Given two drug SMILES strings and cell line genomic features, predict the synergy score measuring deviation from expected non-interaction effect. Drug 1: CC1=C(C(=CC=C1)Cl)NC(=O)C2=CN=C(S2)NC3=CC(=NC(=N3)C)N4CCN(CC4)CCO. Drug 2: CS(=O)(=O)OCCCCOS(=O)(=O)C. Cell line: A498. Synergy scores: CSS=4.38, Synergy_ZIP=-2.67, Synergy_Bliss=-1.03, Synergy_Loewe=-2.62, Synergy_HSA=-2.51.